Task: Predict the reactants needed to synthesize the given product.. Dataset: Full USPTO retrosynthesis dataset with 1.9M reactions from patents (1976-2016) (1) Given the product [CH:15]([C@H:9]1[CH2:10][CH2:11][CH2:12][C@H:13]([CH3:14])[NH:8]1)=[CH:16][CH2:17][CH:18]([CH3:20])[CH3:19], predict the reactants needed to synthesize it. The reactants are: C([N:8]1[C@@H:13]([CH3:14])[CH2:12][CH2:11][CH2:10][C@@H:9]1[CH2:15][CH2:16][CH2:17][CH:18]([CH3:20])[CH3:19])(OC(C)(C)C)=O. (2) Given the product [Cl:1][C:2]1[CH:10]=[C:9]2[C:5]([CH:6]=[N:7][N:8]2[CH2:11][CH2:12][CH2:13][C:14]([OH:16])=[O:15])=[CH:4][C:3]=1[C:19]1[N:23]=[C:22]([C:24]2[CH:25]=[N:26][C:27]([O:32][CH:33]([CH3:35])[CH3:34])=[C:28]([C:30]#[N:31])[CH:29]=2)[O:21][N:20]=1, predict the reactants needed to synthesize it. The reactants are: [Cl:1][C:2]1[CH:10]=[C:9]2[C:5]([CH:6]=[N:7][N:8]2[CH2:11][CH2:12][CH2:13][C:14]([O:16]CC)=[O:15])=[CH:4][C:3]=1[C:19]1[N:23]=[C:22]([C:24]2[CH:25]=[N:26][C:27]([O:32][CH:33]([CH3:35])[CH3:34])=[C:28]([C:30]#[N:31])[CH:29]=2)[O:21][N:20]=1.[OH-].[Na+].CO.Cl.